This data is from Catalyst prediction with 721,799 reactions and 888 catalyst types from USPTO. The task is: Predict which catalyst facilitates the given reaction. Reactant: [CH3:1][C:2]1[CH:3]=[C:4]([NH2:11])[CH:5]=[CH:6][C:7]=1[N+:8]([O-:10])=[O:9].[S-:12][C:13]#[N:14].[K+].BrBr. Product: [CH3:1][C:2]1[C:3]2[S:12][C:13]([NH2:14])=[N:11][C:4]=2[CH:5]=[CH:6][C:7]=1[N+:8]([O-:10])=[O:9]. The catalyst class is: 15.